Dataset: Forward reaction prediction with 1.9M reactions from USPTO patents (1976-2016). Task: Predict the product of the given reaction. The product is: [CH3:28][C:25]([O:29][C:30](=[O:31])[NH:32][CH2:33][CH2:34][CH2:35][C:36]([NH:7][CH2:6][O:4][CH3:5])=[O:38])([CH3:26])[CH3:27]. Given the reactants Cl.CN[O:4][CH3:5].[CH3:6][N:7]1CCOCC1.Cl.CN(C)CCCN=C=NCC.[C:25]([O:29][C:30]([NH:32][CH2:33][CH2:34][CH2:35][C:36]([OH:38])=O)=[O:31])([CH3:28])([CH3:27])[CH3:26], predict the reaction product.